Dataset: Reaction yield outcomes from USPTO patents with 853,638 reactions. Task: Predict the reaction yield, written as a fraction of the theoretical maximum amount of product (1.0 means a 100% yield; for example, 0.34 means a 34% yield). (1) The reactants are [C:1]1([C:7]2[C:8]3[C:13]([CH:14]=[C:15]4[C:20]=2[CH:19]=[CH:18][CH:17]=[CH:16]4)=[CH:12][CH:11]=[CH:10][CH:9]=3)[CH:6]=[CH:5][CH:4]=[CH:3][CH:2]=1.[Br:21]C1CC(=O)NC1=O. The catalyst is CN(C)C=O. The product is [Br:21][C:14]1[C:15]2[C:20]([C:7]([C:1]3[CH:2]=[CH:3][CH:4]=[CH:5][CH:6]=3)=[C:8]3[C:13]=1[CH:12]=[CH:11][CH:10]=[CH:9]3)=[CH:19][CH:18]=[CH:17][CH:16]=2. The yield is 0.893. (2) The reactants are C(N(CC)CC)C.[C:8]1([N:14]2[C:18]([C:19]([F:22])([F:21])[F:20])=[C:17]([C:23](Cl)=[O:24])[CH:16]=[N:15]2)[CH:13]=[CH:12][CH:11]=[CH:10][CH:9]=1.[CH3:26][O:27][C:28]([CH2:30][O:31][C:32]1[CH:37]=[CH:36][C:35]([C:38]2[CH:43]=[CH:42][C:41]([CH2:44][NH3+:45])=[CH:40][CH:39]=2)=[CH:34][CH:33]=1)=[O:29].[Cl-]. The catalyst is C(Cl)Cl. The product is [CH3:26][O:27][C:28](=[O:29])[CH2:30][O:31][C:32]1[CH:33]=[CH:34][C:35]([C:38]2[CH:43]=[CH:42][C:41]([CH2:44][NH:45][C:23]([C:17]3[CH:16]=[N:15][N:14]([C:8]4[CH:13]=[CH:12][CH:11]=[CH:10][CH:9]=4)[C:18]=3[C:19]([F:22])([F:21])[F:20])=[O:24])=[CH:40][CH:39]=2)=[CH:36][CH:37]=1. The yield is 1.00. (3) The reactants are I[C:2]1[CH:7]=[C:6]([CH3:8])[C:5]([O:9][CH:10]([CH3:12])[CH3:11])=[CH:4][C:3]=1[CH3:13].[Li]CCCC.[C:19](=[O:21])=[O:20].Cl. The catalyst is C1COCC1. The product is [CH:10]([O:9][C:5]1[C:6]([CH3:8])=[CH:7][C:2]([C:19]([OH:21])=[O:20])=[C:3]([CH3:13])[CH:4]=1)([CH3:12])[CH3:11]. The yield is 0.100. (4) The reactants are [OH-].[Na+].[CH2:3]([O:10][C:11]1[CH:16]=[CH:15][N:14]([C:17]2[CH:25]=[C:24]3[C:20]([C:21]4[CH2:39][CH2:38][N:37]([CH3:40])[CH2:36][C:22]=4[N:23]3S(C3C=CC(C)=CC=3)(=O)=O)=[CH:19][CH:18]=2)[C:13](=[O:41])[CH:12]=1)[C:4]1[CH:9]=[CH:8][CH:7]=[CH:6][CH:5]=1.[ClH:42].CCOCC. The catalyst is C(Cl)Cl.CO. The product is [ClH:42].[CH2:3]([O:10][C:11]1[CH:16]=[CH:15][N:14]([C:17]2[CH:25]=[C:24]3[C:20]([C:21]4[CH2:39][CH2:38][N:37]([CH3:40])[CH2:36][C:22]=4[NH:23]3)=[CH:19][CH:18]=2)[C:13](=[O:41])[CH:12]=1)[C:4]1[CH:5]=[CH:6][CH:7]=[CH:8][CH:9]=1. The yield is 0.340.